Dataset: Reaction yield outcomes from USPTO patents with 853,638 reactions. Task: Predict the reaction yield, written as a fraction of the theoretical maximum amount of product (1.0 means a 100% yield; for example, 0.34 means a 34% yield). (1) The yield is 0.110. The catalyst is ClCCl.C(#N)C.O.CO. The product is [Cl:27][C:24]1[N:25]=[C:26]2[C:21]([CH:20]=[CH:19][C:18](=[O:28])[N:17]2[CH2:16][CH2:15][N:12]2[CH2:11][CH2:10][CH:9]([NH:8][CH2:48][C:45]3[N:44]=[CH:43][C:42]4[O:41][CH2:40][CH2:39][O:38][C:47]=4[CH:46]=3)[CH2:14][CH2:13]2)=[CH:22][CH:23]=1. The reactants are FC(F)(F)C(O)=O.[NH2:8][CH:9]1[CH2:14][CH2:13][N:12]([CH2:15][CH2:16][N:17]2[C:26]3[C:21](=[CH:22][CH:23]=[C:24]([Cl:27])[N:25]=3)[CH:20]=[CH:19][C:18]2=[O:28])[CH2:11][CH2:10]1.C(N(C(C)C)CC)(C)C.[O:38]1[C:47]2[CH:46]=[C:45]([CH:48]=O)[N:44]=[CH:43][C:42]=2[O:41][CH2:40][CH2:39]1.C([BH3-])#N.[Na+]. (2) The reactants are [Br:1][C:2]1[S:6][C:5]([CH2:7][NH2:8])=[CH:4][CH:3]=1.[NH2:9][C:10]1[N:18]=[C:17]([CH2:19][O:20][CH3:21])[CH:16]=[CH:15][C:11]=1[C:12](O)=[O:13].F[P-](F)(F)(F)(F)F.N1(O[P+](N(C)C)(N(C)C)N(C)C)C2C=CC=CC=2N=N1. The catalyst is CN(C)C=O. The product is [NH2:9][C:10]1[N:18]=[C:17]([CH2:19][O:20][CH3:21])[CH:16]=[CH:15][C:11]=1[C:12]([NH:8][CH2:7][C:5]1[S:6][C:2]([Br:1])=[CH:3][CH:4]=1)=[O:13]. The yield is 0.790. (3) The reactants are [N+:1]([C:4]1[CH:9]=[CH:8][C:7]([S:10]([NH:13][CH2:14][CH2:15][C:16]2[CH:21]=[CH:20][C:19]([O:22][C:23](=[O:32])[N:24]([CH3:31])[C:25]3[CH:30]=[CH:29][CH:28]=[CH:27][CH:26]=3)=[CH:18][CH:17]=2)(=[O:12])=[O:11])=[CH:6][CH:5]=1)([O-])=O. The catalyst is [Pd].C(O)C. The product is [NH2:1][C:4]1[CH:9]=[CH:8][C:7]([S:10]([NH:13][CH2:14][CH2:15][C:16]2[CH:21]=[CH:20][C:19]([O:22][C:23](=[O:32])[N:24]([CH3:31])[C:25]3[CH:26]=[CH:27][CH:28]=[CH:29][CH:30]=3)=[CH:18][CH:17]=2)(=[O:12])=[O:11])=[CH:6][CH:5]=1. The yield is 0.940. (4) The reactants are [CH:1]1([C:4]2[O:5][C:6]3[C:12]([C:13]4[CH:18]=[C:17]([CH3:19])[C:16](=[O:20])[N:15]([CH3:21])[CH:14]=4)=[CH:11][C:10]([NH:22][S:23]([CH2:26][CH3:27])(=[O:25])=[O:24])=[CH:9][C:7]=3[CH:8]=2)[CH2:3][CH2:2]1.C(O)(C(F)(F)F)=O. The catalyst is [SiH](CC)(CC)CC.C(Cl)Cl. The product is [CH:1]1([CH:4]2[CH2:8][C:7]3[CH:9]=[C:10]([NH:22][S:23]([CH2:26][CH3:27])(=[O:25])=[O:24])[CH:11]=[C:12]([C:13]4[CH:18]=[C:17]([CH3:19])[C:16](=[O:20])[N:15]([CH3:21])[CH:14]=4)[C:6]=3[O:5]2)[CH2:3][CH2:2]1. The yield is 0.100. (5) The reactants are [NH:1]1[CH2:5][CH2:4][CH2:3][CH2:2]1.[C:6]([O:10][C:11]([N:13]1[CH2:16][CH:15]([S:17][C:18]2[CH:26]=[CH:25][C:21]([C:22](O)=[O:23])=[CH:20][CH:19]=2)[CH2:14]1)=[O:12])([CH3:9])([CH3:8])[CH3:7].CCN(C(C)C)C(C)C.CN(C(ON1N=NC2C=CC=CC1=2)=[N+](C)C)C.[B-](F)(F)(F)F. The catalyst is C(Cl)Cl. The product is [N:1]1([C:22]([C:21]2[CH:20]=[CH:19][C:18]([S:17][CH:15]3[CH2:16][N:13]([C:11]([O:10][C:6]([CH3:9])([CH3:8])[CH3:7])=[O:12])[CH2:14]3)=[CH:26][CH:25]=2)=[O:23])[CH2:5][CH2:4][CH2:3][CH2:2]1. The yield is 0.980. (6) The reactants are O.[Sn](Cl)Cl.[Cl:5][C:6]1[CH:14]=[C:13]([Cl:15])[C:12]([N+:16]([O-])=O)=[CH:11][C:7]=1[C:8]([OH:10])=[O:9].C([O-])(O)=O.[Na+].CC(O)=O. The catalyst is CCO. The yield is 0.960. The product is [Cl:5][C:6]1[CH:14]=[C:13]([Cl:15])[C:12]([NH2:16])=[CH:11][C:7]=1[C:8]([OH:10])=[O:9]. (7) The reactants are [F:1][C:2]1[CH:7]=[CH:6][C:5]([CH2:8][C:9]2[CH:18]=[C:17]3[C:12]([C:13]([OH:32])=[C:14]([C:28]([O:30]C)=O)[C:15](=[O:27])[N:16]3[C:19]3[CH:24]=[CH:23][C:22]([O:25][CH3:26])=[CH:21][CH:20]=3)=[N:11][CH:10]=2)=[CH:4][CH:3]=1.[CH3:33][NH2:34]. No catalyst specified. The product is [F:1][C:2]1[CH:3]=[CH:4][C:5]([CH2:8][C:9]2[CH:18]=[C:17]3[C:12]([C:13]([OH:32])=[C:14]([C:28]([NH:34][CH3:33])=[O:30])[C:15](=[O:27])[N:16]3[C:19]3[CH:24]=[CH:23][C:22]([O:25][CH3:26])=[CH:21][CH:20]=3)=[N:11][CH:10]=2)=[CH:6][CH:7]=1. The yield is 0.970. (8) The reactants are Cl[C:2]1[CH:3]=[C:4]2[C:8](=[CH:9][CH:10]=1)[C:7](=[O:11])[N:6](C1C=NC=C(N(C3CCN(S(CC)(=O)=O)C3)C)C=1)[C:5]2([CH3:31])[CH3:30].C(#N)C. The catalyst is C(O)C. The product is [CH3:30][C:5]1([CH3:31])[C:4]2[C:8](=[CH:9][CH:10]=[CH:2][CH:3]=2)[C:7](=[O:11])[NH:6]1. The yield is 0.200. (9) The reactants are [NH:1]1[CH:5]=[C:4]([C:6]2[C:7]([C:12]3[CH:17]=[CH:16][CH:15]=[CH:14][CH:13]=3)=[N:8][O:9][C:10]=2[CH3:11])[N:3]=[CH:2]1.[CH2:18]([O:20][C:21]([C:23]1[CH:24]=[C:25](B(O)O)[CH:26]=[CH:27][CH:28]=1)=[O:22])[CH3:19]. No catalyst specified. The product is [CH2:18]([O:20][C:21](=[O:22])[C:23]1[CH:24]=[CH:25][CH:26]=[C:27]([N:1]2[CH:5]=[C:4]([C:6]3[C:7]([C:12]4[CH:13]=[CH:14][CH:15]=[CH:16][CH:17]=4)=[N:8][O:9][C:10]=3[CH3:11])[N:3]=[CH:2]2)[CH:28]=1)[CH3:19]. The yield is 0.520. (10) The reactants are [CH3:1][N:2]([CH3:34])[C:3]([C:5]1[CH:10]=[CH:9][C:8]([CH:11]2[CH:20]([C:21]3[CH:26]=[CH:25][C:24]([F:27])=[CH:23][CH:22]=3)[C:19](=O)[C:18]3[C:17]([C:29]([O:31]CC)=O)=[CH:16][CH:15]=[CH:14][C:13]=3[NH:12]2)=[CH:7][CH:6]=1)=[O:4].O.[NH2:36][NH2:37]. No catalyst specified. The product is [F:27][C:24]1[CH:25]=[CH:26][C:21]([CH:20]2[C:19]3=[N:36][NH:37][C:29](=[O:31])[C:17]4[CH:16]=[CH:15][CH:14]=[C:13]([C:18]=43)[NH:12][CH:11]2[C:8]2[CH:7]=[CH:6][C:5]([C:3]([N:2]([CH3:34])[CH3:1])=[O:4])=[CH:10][CH:9]=2)=[CH:22][CH:23]=1. The yield is 0.240.